Task: Predict the product of the given reaction.. Dataset: Forward reaction prediction with 1.9M reactions from USPTO patents (1976-2016) (1) Given the reactants CS[C:3]1[S:4][C:5](=[CH:9][C:10]2[CH:11]=[C:12]3[C:17](=[CH:18][CH:19]=2)[N:16]=[CH:15][N:14]=[CH:13]3)[C:6](=[O:8])[N:7]=1.[S:20]1[CH:24]=[CH:23][N:22]=[C:21]1[NH2:25].CCN(C(C)C)C(C)C, predict the reaction product. The product is: [N:16]1[C:17]2[C:12](=[CH:11][C:10](/[CH:9]=[C:5]3/[C:6](=[O:8])[N:7]=[C:3]([NH:25][C:21]4[S:20][CH:24]=[CH:23][N:22]=4)[S:4]/3)=[CH:19][CH:18]=2)[CH:13]=[N:14][CH:15]=1. (2) Given the reactants [Cl:1][C:2]1[CH:26]=[CH:25][C:5]([C:6]([NH:8][CH:9]([CH2:13][C:14]2[C:23]3[C:18](=[CH:19][CH:20]=[CH:21][CH:22]=3)[NH:17][C:16](=[O:24])[CH:15]=2)[C:10]([OH:12])=[S:11])=[O:7])=[CH:4][CH:3]=1.Br[CH2:28][CH2:29][CH3:30], predict the reaction product. The product is: [Cl:1][C:2]1[CH:3]=[CH:4][C:5]([C:6]([NH:8][CH:9]([CH2:13][C:14]2[C:23]3[C:18](=[CH:19][CH:20]=[CH:21][CH:22]=3)[NH:17][C:16](=[O:24])[CH:15]=2)[C:10]([S:11][CH2:28][CH2:29][CH3:30])=[O:12])=[O:7])=[CH:25][CH:26]=1.